From a dataset of Reaction yield outcomes from USPTO patents with 853,638 reactions. Predict the reaction yield, written as a fraction of the theoretical maximum amount of product (1.0 means a 100% yield; for example, 0.34 means a 34% yield). (1) The reactants are [C:1]([C:5]1[C:13]2[C:8](=[CH:9][C:10]([N+:14]([O-])=O)=[CH:11][CH:12]=2)[NH:7][CH:6]=1)([CH3:4])([CH3:3])[CH3:2]. The catalyst is C(O)C.[Ni]. The product is [C:1]([C:5]1[C:13]2[C:8](=[CH:9][C:10]([NH2:14])=[CH:11][CH:12]=2)[NH:7][CH:6]=1)([CH3:4])([CH3:2])[CH3:3]. The yield is 0.773. (2) The reactants are [CH3:1][O:2][C:3](=[O:16])[C:4]1[CH:9]=[C:8]([N+:10]([O-:12])=[O:11])[C:7]([NH2:13])=[C:6]([Cl:14])[C:5]=1F.[NH2:17][C:18]1[CH:23]=[CH:22][CH:21]=[CH:20][CH:19]=1.O. The catalyst is CO. The product is [CH3:1][O:2][C:3](=[O:16])[C:4]1[CH:9]=[C:8]([N+:10]([O-:12])=[O:11])[C:7]([NH2:13])=[C:6]([Cl:14])[C:5]=1[NH:17][C:18]1[CH:23]=[CH:22][CH:21]=[CH:20][CH:19]=1. The yield is 0.840.